Dataset: Forward reaction prediction with 1.9M reactions from USPTO patents (1976-2016). Task: Predict the product of the given reaction. (1) The product is: [CH3:19][O:20][CH:21]=[CH:1][C:3]1[CH:8]=[CH:7][CH:6]=[C:5]([N+:9]([O-:11])=[O:10])[C:4]=1[O:12][CH2:13][C:14]([O:16][CH3:17])=[O:15]. Given the reactants [CH:1]([C:3]1[CH:8]=[CH:7][CH:6]=[C:5]([N+:9]([O-:11])=[O:10])[C:4]=1[O:12][CH2:13][C:14]([O:16][CH3:17])=[O:15])=O.[Cl-].[CH3:19][O:20][CH2:21][P+](C1C=CC=CC=1)(C1C=CC=CC=1)C1C=CC=CC=1.C(=O)([O-])[O-].[K+].[K+].C1OCCOCCOCCOCCOCCOC1, predict the reaction product. (2) Given the reactants [NH2:1][CH2:2][C@H:3]([OH:6])[CH2:4][OH:5].CCN(CC)CC.[Cl:14][CH2:15][C:16](Cl)=[O:17], predict the reaction product. The product is: [Cl:14][CH2:15][C:16]([NH:1][CH2:2][C@H:3]([OH:6])[CH2:4][OH:5])=[O:17]. (3) Given the reactants C([O:8][CH2:9][C:10]([CH3:24])([CH3:23])[CH2:11][C:12]1([OH:22])[CH2:21][CH2:20][C:15]2([O:19][CH2:18][CH2:17][O:16]2)[CH2:14][CH2:13]1)C1C=CC=CC=1.O1CCCC1.[H][H], predict the reaction product. The product is: [OH:8][CH2:9][C:10]([CH3:24])([CH3:23])[CH2:11][C:12]1([OH:22])[CH2:21][CH2:20][C:15]2([O:19][CH2:18][CH2:17][O:16]2)[CH2:14][CH2:13]1. (4) The product is: [C:1]([N:8]1[CH2:12][CH2:11][C@H:10]([N:13]([C:24](=[O:25])[C:23]([CH3:32])([CH3:22])[CH2:27][O:28][C:29](=[O:31])[CH3:30])[CH:14]2[CH2:19][CH2:18][C:17]([CH3:21])([CH3:20])[CH2:16][CH2:15]2)[CH2:9]1)([O:3][C:4]([CH3:7])([CH3:6])[CH3:5])=[O:2]. Given the reactants [C:1]([N:8]1[CH2:12][CH2:11][C@H:10]([NH:13][CH:14]2[CH2:19][CH2:18][C:17]([CH3:21])([CH3:20])[CH2:16][CH2:15]2)[CH2:9]1)([O:3][C:4]([CH3:7])([CH3:6])[CH3:5])=[O:2].[CH3:22][C:23]([CH3:32])([CH2:27][O:28][C:29](=[O:31])[CH3:30])[C:24](Cl)=[O:25], predict the reaction product.